This data is from Microsomal clearance measurements from AstraZeneca. The task is: Regression/Classification. Given a drug SMILES string, predict its absorption, distribution, metabolism, or excretion properties. Task type varies by dataset: regression for continuous measurements (e.g., permeability, clearance, half-life) or binary classification for categorical outcomes (e.g., BBB penetration, CYP inhibition). For this dataset (clearance_microsome_az), we predict log10(clearance) (log10 of the in vitro intrinsic clearance, CLint, in uL/min per mg of human liver microsomal protein, equivalently mL/min/g; values are censored to the assay range of 3 to 150, which is 0.477 to 2.18 on this log10 scale). (1) The molecule is O=C(Nc1ccncc1)c1cccc2ccccc12. The log10(clearance) is 1.78. (2) The drug is Cc1ccc2c(c1)c(S(=O)(=O)c1ccc(Cl)cc1)c(C)n2CC(=O)O. The log10(clearance) is 0.850. (3) The compound is CC(C(=O)O[C@@H]1CC[N+](C)(C)C1)(c1ccccc1)C1CCCC1. The log10(clearance) is 1.62.